This data is from Forward reaction prediction with 1.9M reactions from USPTO patents (1976-2016). The task is: Predict the product of the given reaction. The product is: [F:8][C:6]1[CH:5]=[C:4]([CH2:9][C:10]([NH:13][C@H:14]([C:16]([C:18]2([NH2:38])[N:24]=[C:23]([C:25]3[CH:30]=[CH:29][CH:28]=[C:27]([F:31])[CH:26]=3)[C:22]3[CH:32]=[CH:33][CH:34]=[CH:35][C:21]=3[N:20]([CH3:36])[C:19]2=[O:37])=[O:17])[CH3:15])=[O:12])[CH:3]=[C:2]([F:1])[CH:7]=1. Given the reactants [F:1][C:2]1[CH:3]=[C:4]([CH2:9][C:10]([OH:12])=O)[CH:5]=[C:6]([F:8])[CH:7]=1.[NH2:13][C@H:14]([C:16]([C:18]1([NH2:38])[N:24]=[C:23]([C:25]2[CH:30]=[CH:29][CH:28]=[C:27]([F:31])[CH:26]=2)[C:22]2[CH:32]=[CH:33][CH:34]=[CH:35][C:21]=2[N:20]([CH3:36])[C:19]1=[O:37])=[O:17])[CH3:15], predict the reaction product.